This data is from Catalyst prediction with 721,799 reactions and 888 catalyst types from USPTO. The task is: Predict which catalyst facilitates the given reaction. (1) Reactant: [Cl:1][C:2]1[C:3]([NH:10][C@H:11]2[CH2:15][CH2:14][CH2:13][C@H:12]2[C:16]([O:18][CH3:19])=[O:17])=[N:4][CH:5]=[C:6]([C:8]#[N:9])[CH:7]=1.Cl.[NH2:21][OH:22].CCN(C(C)C)C(C)C. Product: [Cl:1][C:2]1[C:3]([NH:10][C@H:11]2[CH2:15][CH2:14][CH2:13][C@H:12]2[C:16]([O:18][CH3:19])=[O:17])=[N:4][CH:5]=[C:6]([C:8](=[N:21][OH:22])[NH2:9])[CH:7]=1. The catalyst class is: 14. (2) Reactant: [F-].[K+].[Cl:3][C:4]1[CH:5]=[C:6]([C:11]([F:14])([F:13])[F:12])[CH:7]=[CH:8][C:9]=1[Cl:10].[NH3:15]. Product: [Cl:3][C:4]1[CH:5]=[C:6]([C:11]([F:14])([F:13])[F:12])[CH:7]=[CH:8][C:9]=1[NH2:15].[Cl:10][C:9]1[CH:8]=[CH:7][C:6]([C:11]([F:14])([F:13])[F:12])=[CH:5][C:4]=1[NH2:15]. The catalyst class is: 60. (3) Reactant: [F:1][CH:2]1[CH:7]([OH:8])[CH2:6][CH2:5][N:4]([C:9]([O:11][C:12]([CH3:15])([CH3:14])[CH3:13])=[O:10])[CH2:3]1.[H-].[Na+].F[C:19]1[CH:24]=[CH:23][C:22]([N+:25]([O-:27])=[O:26])=[CH:21][CH:20]=1. Product: [F:1][CH:2]1[CH:7]([O:8][C:19]2[CH:24]=[CH:23][C:22]([N+:25]([O-:27])=[O:26])=[CH:21][CH:20]=2)[CH2:6][CH2:5][N:4]([C:9]([O:11][C:12]([CH3:15])([CH3:14])[CH3:13])=[O:10])[CH2:3]1. The catalyst class is: 44. (4) Reactant: [NH2:1][C:2]1[NH:7][CH:6]=[N:5][C:4](=[O:8])[C:3]=1[CH3:9].[C:10]1(P(C2C=CC=CC=2)C2C=CC=CC=2)C=CC=CC=1.CO.CC(OC(/N=N/C(OC(C)C)=O)=O)C. Product: [CH3:9][C:3]1[C:2]([NH2:1])=[N:7][CH:6]=[N:5][C:4]=1[O:8][CH3:10]. The catalyst class is: 1.